This data is from Catalyst prediction with 721,799 reactions and 888 catalyst types from USPTO. The task is: Predict which catalyst facilitates the given reaction. Reactant: [CH2:1]([Sn:9](=[O:18])[CH2:10][CH2:11][CH2:12][CH2:13][CH2:14][CH2:15][CH2:16][CH3:17])[CH2:2][CH2:3][CH2:4][CH2:5][CH2:6][CH2:7][CH3:8].[CH2:19](O)[CH2:20][OH:21]. Product: [CH2:1]([Sn:9]1([CH2:10][CH2:11][CH2:12][CH2:13][CH2:14][CH2:15][CH2:16][CH3:17])[O:21][CH2:20][CH2:19][O:18]1)[CH2:2][CH2:3][CH2:4][CH2:5][CH2:6][CH2:7][CH3:8]. The catalyst class is: 11.